This data is from Full USPTO retrosynthesis dataset with 1.9M reactions from patents (1976-2016). The task is: Predict the reactants needed to synthesize the given product. (1) Given the product [CH3:16][C:13]1[N:12]=[CH:11][C:10]([C@H:8]([NH:7][C:5]([C:4]2[CH:3]=[C:2]([C:31]3[CH:32]=[CH:33][CH:34]=[CH:35][C:30]=3[CH2:29][O:28][CH3:27])[CH:19]=[C:18]([C:20]3[CH:25]=[CH:24][C:23]([CH3:26])=[CH:22][N:21]=3)[CH:17]=2)=[O:6])[CH3:9])=[CH:15][N:14]=1, predict the reactants needed to synthesize it. The reactants are: Br[C:2]1[CH:3]=[C:4]([CH:17]=[C:18]([C:20]2[CH:25]=[CH:24][C:23]([CH3:26])=[CH:22][N:21]=2)[CH:19]=1)[C:5]([NH:7][C@@H:8]([C:10]1[CH:11]=[N:12][C:13]([CH3:16])=[N:14][CH:15]=1)[CH3:9])=[O:6].[CH3:27][O:28][CH2:29][C:30]1[CH:35]=[CH:34][CH:33]=[CH:32][C:31]=1B(O)O.C(=O)([O-])[O-].[Cs+].[Cs+].O.CN(C)C=O. (2) Given the product [CH3:22][O:23][C:24]1[CH:29]=[CH:28][C:27]([S:30]([N:2]([CH3:1])[CH2:3][CH2:4][O:5][CH2:6][C:7]([OH:9])=[O:8])(=[O:32])=[O:31])=[C:26]([C:34]([F:37])([F:35])[F:36])[CH:25]=1, predict the reactants needed to synthesize it. The reactants are: [CH3:1][NH:2][CH2:3][CH2:4][O:5][CH2:6][C:7]([OH:9])=[O:8].C(N(CC)CC)C.Cl[Si](C)(C)C.[CH3:22][O:23][C:24]1[CH:29]=[CH:28][C:27]([S:30](Cl)(=[O:32])=[O:31])=[C:26]([C:34]([F:37])([F:36])[F:35])[CH:25]=1. (3) Given the product [F:1][C:2]1[CH:7]=[CH:6][C:5]([O:8][CH3:14])=[CH:4][C:3]=1[N+:9]([O-:11])=[O:10], predict the reactants needed to synthesize it. The reactants are: [F:1][C:2]1[CH:7]=[CH:6][C:5]([OH:8])=[CH:4][C:3]=1[N+:9]([O-:11])=[O:10].CI.[C:14](=O)([O-])[O-].[K+].[K+].C(Cl)Cl. (4) Given the product [CH3:1][C:2]1[CH:7]=[C:6]([C:8]([C:10]([F:13])([F:11])[F:12])=[CH2:9])[CH:5]=[C:4]([CH3:14])[C:3]=1[NH:15][C:25]([C:24]1[CH:23]=[C:22]([NH:21][C:19](=[O:20])[C:18]2[CH:31]=[CH:32][CH:33]=[CH:34][C:17]=2[CH3:16])[CH:30]=[CH:29][CH:28]=1)=[O:26], predict the reactants needed to synthesize it. The reactants are: [CH3:1][C:2]1[CH:7]=[C:6]([C:8]([C:10]([F:13])([F:12])[F:11])=[CH2:9])[CH:5]=[C:4]([CH3:14])[C:3]=1[NH2:15].[CH3:16][C:17]1[CH:34]=[CH:33][CH:32]=[CH:31][C:18]=1[C:19]([NH:21][C:22]1[CH:23]=[C:24]([CH:28]=[CH:29][CH:30]=1)[C:25](O)=[O:26])=[O:20].O=C1N([ClH]P([ClH]N2CCOC2=O)=O)CCO1.C(N(CC)C(C)C)(C)C.